From a dataset of Forward reaction prediction with 1.9M reactions from USPTO patents (1976-2016). Predict the product of the given reaction. (1) The product is: [CH3:25][C:26]1[C:30]([NH:31][C:9]([C:8]2[C:3]([CH2:1][CH3:2])=[N:4][C:5]([S:12][CH3:13])=[N:6][CH:7]=2)=[O:11])=[C:29]([CH3:32])[NH:28][N:27]=1. Given the reactants [CH2:1]([C:3]1[C:8]([C:9]([OH:11])=O)=[CH:7][N:6]=[C:5]([S:12][CH3:13])[N:4]=1)[CH3:2].CN(C)C=O.C(Cl)(=O)C(Cl)=O.[CH3:25][C:26]1[C:30]([NH2:31])=[C:29]([CH3:32])[NH:28][N:27]=1, predict the reaction product. (2) Given the reactants Cl[C:2]1[N:7]=[C:6]([NH:8][CH2:9][CH3:10])[C:5]([C:11]([NH:13][CH2:14][C:15]2[CH:20]=[CH:19][CH:18]=[C:17]([F:21])[CH:16]=2)=[O:12])=[C:4]([CH3:22])[CH:3]=1.[NH:23]1[CH2:28][CH2:27][O:26][CH2:25][CH2:24]1, predict the reaction product. The product is: [CH2:9]([NH:8][C:6]1[C:5]([C:11]([NH:13][CH2:14][C:15]2[CH:20]=[CH:19][CH:18]=[C:17]([F:21])[CH:16]=2)=[O:12])=[C:4]([CH3:22])[CH:3]=[C:2]([N:23]2[CH2:28][CH2:27][O:26][CH2:25][CH2:24]2)[N:7]=1)[CH3:10]. (3) Given the reactants [CH:1]1([C:4]2[C:9]([CH2:10]O)=[CH:8][N:7]=[C:6]([C:12]3[CH:17]=[CH:16][C:15]([O:18][C:19]([F:22])([F:21])[F:20])=[CH:14][CH:13]=3)[N:5]=2)[CH2:3][CH2:2]1.S(Cl)([Cl:25])=O, predict the reaction product. The product is: [Cl:25][CH2:10][C:9]1[C:4]([CH:1]2[CH2:3][CH2:2]2)=[N:5][C:6]([C:12]2[CH:17]=[CH:16][C:15]([O:18][C:19]([F:22])([F:21])[F:20])=[CH:14][CH:13]=2)=[N:7][CH:8]=1.